This data is from Forward reaction prediction with 1.9M reactions from USPTO patents (1976-2016). The task is: Predict the product of the given reaction. (1) Given the reactants [Mg].[CH2:2](Cl)[C:3]([C:6]1[CH:11]=[CH:10][CH:9]=[CH:8][CH:7]=1)([CH3:5])[CH3:4].BrCCBr.Cl.[C:18](=[O:20])=[O:19], predict the reaction product. The product is: [CH3:4][C:3]([C:6]1[CH:11]=[CH:10][CH:9]=[CH:8][CH:7]=1)([CH3:5])[CH2:2][C:18]([OH:20])=[O:19]. (2) Given the reactants C(OC(N1CCC[C@@H]1[C@H](C1C=CC(Cl)=CC=1)C(O)=O)=O)(C)(C)C.[Cl:24][C:25]1[CH:30]=[CH:29][C:28]([C@@H:31]([C@H:51]2[CH2:55][CH2:54][CH2:53][NH:52]2)[C:32]([N:34]2[CH2:39][CH2:38][N:37]([C:40]3[C:41]4[C@H:48]([CH3:49])[CH2:47][C@@H:46]([OH:50])[C:42]=4[N:43]=[CH:44][N:45]=3)[CH2:36][CH2:35]2)=[O:33])=[CH:27][CH:26]=1, predict the reaction product. The product is: [Cl:24][C:25]1[CH:30]=[CH:29][C:28]([C@@H:31]([C@@H:51]2[CH2:55][CH2:54][CH2:53][NH:52]2)[C:32]([N:34]2[CH2:35][CH2:36][N:37]([C:40]3[C:41]4[C@H:48]([CH3:49])[CH2:47][C@@H:46]([OH:50])[C:42]=4[N:43]=[CH:44][N:45]=3)[CH2:38][CH2:39]2)=[O:33])=[CH:27][CH:26]=1. (3) Given the reactants N([O-])=O.[Na+].N[C:6]1[CH:7]=[CH:8][C:9]([Cl:15])=[C:10]([CH:14]=1)[C:11]([OH:13])=[O:12].Cl.[K].[C-:18]#[N:19].[K+], predict the reaction product. The product is: [Cl:15][C:9]1[CH:8]=[CH:7][C:6]([C:18]#[N:19])=[CH:14][C:10]=1[C:11]([OH:13])=[O:12]. (4) Given the reactants [OH:1][CH:2]([CH:43]([CH3:45])[CH3:44])[CH2:3][O:4][C@H:5]1[CH2:10][CH2:9][C@H:8]([N:11]2[C:16](=[O:17])[C:15]([CH2:18][C:19]3[CH:24]=[CH:23][C:22]([C:25]4[CH:30]=[CH:29][CH:28]=[CH:27][C:26]=4[C:31]4[NH:35][C:34](=[O:36])[O:33][N:32]=4)=[CH:21][CH:20]=3)=[C:14]([CH2:37][CH2:38][CH3:39])[N:13]3[N:40]=[CH:41][CH:42]=[C:12]23)[CH2:7][CH2:6]1.CC(OI1(OC(C)=O)(OC(C)=O)OC(=O)C2C1=CC=CC=2)=O.C(OCC)(=O)C.S([O-])([O-])(=O)=S.[Na+].[Na+], predict the reaction product. The product is: [CH3:45][CH:43]([CH3:44])[C:2](=[O:1])[CH2:3][O:4][C@H:5]1[CH2:10][CH2:9][C@H:8]([N:11]2[C:16](=[O:17])[C:15]([CH2:18][C:19]3[CH:20]=[CH:21][C:22]([C:25]4[CH:30]=[CH:29][CH:28]=[CH:27][C:26]=4[C:31]4[NH:35][C:34](=[O:36])[O:33][N:32]=4)=[CH:23][CH:24]=3)=[C:14]([CH2:37][CH2:38][CH3:39])[N:13]3[N:40]=[CH:41][CH:42]=[C:12]23)[CH2:7][CH2:6]1. (5) Given the reactants [F:1][C:2]1[CH:11]=[CH:10][C:5]2=[N:6][C:7](=[S:9])[N:8]=[C:4]2[CH:3]=1.Cl[CH2:13][C:14]1[C:15](=[O:25])[O:16][C:17]2[C:22]([CH:23]=1)=[CH:21][C:20]([Br:24])=[CH:19][CH:18]=2, predict the reaction product. The product is: [Br:24][C:20]1[CH:21]=[C:22]2[C:17](=[CH:18][CH:19]=1)[O:16][C:15](=[O:25])[C:14]([CH2:13][S:9][C:7]1[NH:8][C:4]3[CH:3]=[C:2]([F:1])[CH:11]=[CH:10][C:5]=3[N:6]=1)=[CH:23]2. (6) Given the reactants [N+:1]([C:4]1[CH:9]=[CH:8][C:7]([OH:10])=[CH:6][CH:5]=1)([O-:3])=[O:2].I[CH2:12][CH:13]([CH3:15])[CH3:14].C(=O)([O-])[O-].[Cs+].[Cs+].O, predict the reaction product. The product is: [CH2:12]([O:10][C:7]1[CH:8]=[CH:9][C:4]([N+:1]([O-:3])=[O:2])=[CH:5][CH:6]=1)[CH:13]([CH3:15])[CH3:14].